Dataset: Forward reaction prediction with 1.9M reactions from USPTO patents (1976-2016). Task: Predict the product of the given reaction. (1) The product is: [NH2:2][C:1]1[C:3]2[CH:13]([C:10]3[CH:9]=[CH:8][N:7]=[CH:12][CH:11]=3)[C:24]([C:25](=[O:28])[CH2:26][CH3:27])=[C:23]([CH2:22][CH3:21])[NH:6][C:4]=2[S:5][C:35]=1[C:34](=[O:37])[C:33]1[CH:38]=[CH:39][C:40]([Cl:41])=[C:31]([Cl:30])[CH:32]=1. Given the reactants [C:1]([CH2:3][C:4]([NH2:6])=[S:5])#[N:2].[N:7]1[CH:12]=[CH:11][C:10]([CH:13]=O)=[CH:9][CH:8]=1.N1CCCCC1.[CH3:21][CH2:22][C:23](=O)[CH2:24][C:25](=[O:28])[CH2:26][CH3:27].[Cl:30][C:31]1[CH:32]=[C:33]([CH:38]=[CH:39][C:40]=1[Cl:41])[C:34](=[O:37])[CH2:35]Br.C(=O)([O-])[O-].[K+].[K+], predict the reaction product. (2) Given the reactants [CH2:1]([O:8][C:9]([N:11]1[CH2:16][C:15](=[O:17])[N:14]2[CH2:18][C@H:19]([C:22](O)=[O:23])[CH2:20][CH2:21][C@H:13]2[CH2:12]1)=[O:10])[C:2]1[CH:7]=[CH:6][CH:5]=[CH:4][CH:3]=1.Cl.[Cl:26][C:27]1[C:28]([CH2:33][NH2:34])=[N:29][CH:30]=[CH:31][N:32]=1.CN(C(ON1N=NC2C=CC=NC1=2)=[N+](C)C)C.F[P-](F)(F)(F)(F)F.O, predict the reaction product. The product is: [Cl:26][C:27]1[C:28]([CH2:33][NH:34][C:22]([C@H:19]2[CH2:18][N:14]3[C:15](=[O:17])[CH2:16][N:11]([C:9]([O:8][CH2:1][C:2]4[CH:3]=[CH:4][CH:5]=[CH:6][CH:7]=4)=[O:10])[CH2:12][C@@H:13]3[CH2:21][CH2:20]2)=[O:23])=[N:29][CH:30]=[CH:31][N:32]=1. (3) Given the reactants [Br:1][C:2]1[C:7]([F:8])=[CH:6][CH:5]=[C:4]([CH3:9])[N:3]=1.[OH2:10].[Mn]([O-])(=O)(=O)=[O:12].[K+], predict the reaction product. The product is: [Br:1][C:2]1[N:3]=[C:4]([C:9]([OH:12])=[O:10])[CH:5]=[CH:6][C:7]=1[F:8]. (4) Given the reactants [C:1]([O:5][C:6]([N:8]1[CH2:13][CH2:12][N:11]([C:14]2[CH:15]=[CH:16][C:17]([NH:20][C:21]3[N:22]=[CH:23][C:24]4[C:29]([CH3:30])=[C:28]([C:31]([OH:33])=O)[N:27]([CH:34]5[CH2:38][CH2:37][CH2:36][CH2:35]5)[C:25]=4[N:26]=3)=[N:18][CH:19]=2)[CH2:10][CH2:9]1)=[O:7])([CH3:4])([CH3:3])[CH3:2].CN(C(ON1N=NC2C=CC=CC1=2)=[N+](C)C)C.F[P-](F)(F)(F)(F)F.C1C=NC2N(O)N=NC=2C=1.[C:73]([NH:76][NH2:77])(=[O:75])[CH3:74].C(N(C(C)C)CC)(C)C, predict the reaction product. The product is: [C:1]([O:5][C:6]([N:8]1[CH2:13][CH2:12][N:11]([C:14]2[CH:19]=[N:18][C:17]([NH:20][C:21]3[N:22]=[CH:23][C:24]4[C:29]([CH3:30])=[C:28]([C:31]([NH:77][NH:76][C:73](=[O:75])[CH3:74])=[O:33])[N:27]([CH:34]5[CH2:38][CH2:37][CH2:36][CH2:35]5)[C:25]=4[N:26]=3)=[CH:16][CH:15]=2)[CH2:10][CH2:9]1)=[O:7])([CH3:2])([CH3:3])[CH3:4]. (5) Given the reactants CON(C)[C:4]([C:6]1[N:7]=[CH:8][N:9]([C:11]2[CH:12]=[C:13]([C:17]3[CH:22]=[CH:21][CH:20]=[CH:19][C:18]=3[Cl:23])[CH:14]=[CH:15][CH:16]=2)[CH:10]=1)=[O:5].Br[C:26]1[CH:31]=[CH:30][C:29]([F:32])=[CH:28][CH:27]=1, predict the reaction product. The product is: [Cl:23][C:18]1[CH:19]=[CH:20][CH:21]=[CH:22][C:17]=1[C:13]1[CH:14]=[CH:15][CH:16]=[C:11]([N:9]2[CH:10]=[C:6]([C:4]([C:26]3[CH:31]=[CH:30][C:29]([F:32])=[CH:28][CH:27]=3)=[O:5])[N:7]=[CH:8]2)[CH:12]=1. (6) Given the reactants [CH2:1]([O:3][CH:4]([O:15][CH2:16][CH3:17])[C:5]1[O:13][C:12]2[C:11](I)=[CH:10][N:9]=[CH:8][C:7]=2[CH:6]=1)[CH3:2].[NH:18]1[CH2:23][CH2:22][NH:21][CH2:20][CH2:19]1.C1C=CC(P(C2C(C3C(P(C4C=CC=CC=4)C4C=CC=CC=4)=CC=C4C=3C=CC=C4)=C3C(C=CC=C3)=CC=2)C2C=CC=CC=2)=CC=1.CC(C)([O-])C.[Na+], predict the reaction product. The product is: [CH2:1]([O:3][CH:4]([O:15][CH2:16][CH3:17])[C:5]1[O:13][C:12]2[C:11]([N:18]3[CH2:23][CH2:22][NH:21][CH2:20][CH2:19]3)=[CH:10][N:9]=[CH:8][C:7]=2[CH:6]=1)[CH3:2]. (7) Given the reactants [CH2:1]([C@H:8]1[NH:23][C:22](=[O:24])[C@@H:21]([CH3:25])[NH:20][C:19](=[O:26])[CH2:18][C@@H:17](/[CH:27]=[CH:28]/[CH2:29][CH2:30][S:31][C:32](C2C=CC=CC=2)([C:39]2C=CC=CC=2)C2C=CC=CC=2)[O:16][C:15](=[O:51])[CH2:14][NH:13][C:12](=[O:52])[C@@H:11]([CH:53]([CH3:55])[CH3:54])[NH:10][C:9]1=[O:56])[C:2]1[CH:7]=[CH:6][CH:5]=[CH:4][CH:3]=1.[SiH](CC)(CC)CC.C(O)(C(F)(F)F)=[O:65].C([C@H]1NC(=O)[C@@H](C)NC(=O)C[C@@H](/C=C/CCS)OC(=O)CNC(=O)[C@@H](C(C)C)NC1=O)C1C=CC=CC=1.CCN(C(C)C)C(C)C.C(Cl)(C)=O, predict the reaction product. The product is: [CH2:1]([C@H:8]1[NH:23][C:22](=[O:24])[C@@H:21]([CH3:25])[NH:20][C:19](=[O:26])[CH2:18][C@@H:17](/[CH:27]=[CH:28]/[CH2:29][CH2:30][S:31][C:32](=[O:65])[CH3:39])[O:16][C:15](=[O:51])[CH2:14][NH:13][C:12](=[O:52])[C@@H:11]([CH:53]([CH3:54])[CH3:55])[NH:10][C:9]1=[O:56])[C:2]1[CH:3]=[CH:4][CH:5]=[CH:6][CH:7]=1. (8) Given the reactants [Li].C[Si](C)(C)N[Si](C)(C)C.C1(P(C2CCCCC2)C2(N(C)C)CC=CC=C2C2C=CC=CC=2)CCCCC1.[C:39]([O:42][C:43]([CH3:46])([CH3:45])[CH3:44])(=[O:41])[CH3:40].[Br:47][C:48]1[CH:53]=[CH:52][C:51](I)=[C:50]([CH3:55])[CH:49]=1, predict the reaction product. The product is: [C:43]([O:42][C:39](=[O:41])[CH2:40][C:51]1[CH:52]=[CH:53][C:48]([Br:47])=[CH:49][C:50]=1[CH3:55])([CH3:46])([CH3:45])[CH3:44]. (9) Given the reactants [Br:1][C:2]1[C:3]([C:9]([OH:11])=[O:10])=[N:4][C:5]([CH3:8])=[CH:6][CH:7]=1.S(Cl)(Cl)=O.[CH3:16]O, predict the reaction product. The product is: [Br:1][C:2]1[C:3]([C:9]([O:11][CH3:16])=[O:10])=[N:4][C:5]([CH3:8])=[CH:6][CH:7]=1.